This data is from Forward reaction prediction with 1.9M reactions from USPTO patents (1976-2016). The task is: Predict the product of the given reaction. (1) Given the reactants S(=O)(=O)(O)O.N([O-])=O.[Na+].[PH2](O)=O.N[C:14]1[C:19]([Cl:20])=[C:18]([C:21]([O:23][CH3:24])=[O:22])[C:17]([Cl:25])=[CH:16][C:15]=1[C:26]([O:28][CH3:29])=[O:27].N, predict the reaction product. The product is: [Cl:20][C:19]1[CH:14]=[C:15]([C:26]([O:28][CH3:29])=[O:27])[CH:16]=[C:17]([Cl:25])[C:18]=1[C:21]([O:23][CH3:24])=[O:22]. (2) Given the reactants Br[C:2]1[C:7]([Cl:8])=[CH:6][C:5]([C:9](=[O:11])[CH3:10])=[C:4]([OH:12])[CH:3]=1.CC1(C)C2C=CC=C(P(C3C=CC=CC=3)C3C=CC=CC=3)C=2OC2C1=CC=CC=2P(C1C=CC=CC=1)C1C=CC=CC=1.[CH3:55][N:56](C)C=O, predict the reaction product. The product is: [C:9]([C:5]1[C:4]([OH:12])=[CH:3][C:2]([C:55]#[N:56])=[C:7]([Cl:8])[CH:6]=1)(=[O:11])[CH3:10].